From a dataset of Reaction yield outcomes from USPTO patents with 853,638 reactions. Predict the reaction yield, written as a fraction of the theoretical maximum amount of product (1.0 means a 100% yield; for example, 0.34 means a 34% yield). (1) The reactants are [C:1]([O-:6])(=[O:5])[CH:2]([CH3:4])[CH3:3].C[N+](C)(C)C.C(O)(=O)C(C)C.[C:18](=[O:28])([S:26][CH3:27])[O:19][O:20][CH:21](Cl)[CH:22]([CH3:24])[CH3:23]. The catalyst is CCOC(C)=O. The product is [C:18](=[O:28])([S:26][CH3:27])[O:19][O:20][CH:21]([O:6][C:1](=[O:5])[CH:2]([CH3:4])[CH3:3])[CH:22]([CH3:24])[CH3:23]. The yield is 0.650. (2) The reactants are [N:1]1[CH:6]=[C:5]([CH2:7][C:8]2[C:9](=[O:15])[NH:10][C:11](=[S:14])[NH:12][CH:13]=2)[CH:4]=[N:3][CH:2]=1.[CH3:16]CN(C(C)C)C(C)C.Cl[CH2:26][C:27]1[CH:28]=[CH:29][C:30]([O:35][C:36]2[CH:41]=[CH:40][C:39]([Cl:42])=[C:38]([C:43]([F:46])([F:45])[F:44])[CH:37]=2)=[C:31]([CH:34]=1)[C:32]#[N:33].CI. The catalyst is C(Cl)Cl.[Zn+2].[Br-].[Br-].CN1C(=O)CCC1. The product is [Cl:42][C:39]1[CH:40]=[CH:41][C:36]([O:35][C:30]2[CH:29]=[CH:28][C:27]([CH2:26][S:14][C:11]3[N:12]([CH3:16])[CH:13]=[C:8]([CH2:7][C:5]4[CH:6]=[N:1][CH:2]=[N:3][CH:4]=4)[C:9](=[O:15])[N:10]=3)=[CH:34][C:31]=2[C:32]#[N:33])=[CH:37][C:38]=1[C:43]([F:46])([F:45])[F:44]. The yield is 0.115. (3) The reactants are Br[C:2]1[CH:3]=[C:4]([NH:10][C:11]2[CH:19]=[C:14]3[CH2:15][O:16][CH2:17][CH2:18][N:13]3[N:12]=2)[C:5](=[O:9])[N:6]([CH3:8])[CH:7]=1.[B:20]1([B:20]2[O:24][C:23]([CH3:26])([CH3:25])[C:22]([CH3:28])([CH3:27])[O:21]2)[O:24][C:23]([CH3:26])([CH3:25])[C:22]([CH3:28])([CH3:27])[O:21]1.C([O-])(=O)C.[K+]. The catalyst is C1C=CC(P(C2C=CC=CC=2)[C-]2C=CC=C2)=CC=1.C1C=CC(P(C2C=CC=CC=2)[C-]2C=CC=C2)=CC=1.Cl[Pd]Cl.[Fe+2].O1CCOCC1. The product is [N:12]1[N:13]2[C:14]([CH2:15][O:16][CH2:17][CH2:18]2)=[CH:19][C:11]=1[NH:10][C:4]1[C:5](=[O:9])[N:6]([CH3:8])[CH:7]=[C:2]([B:20]2[O:24][C:23]([CH3:26])([CH3:25])[C:22]([CH3:28])([CH3:27])[O:21]2)[CH:3]=1. The yield is 0.300. (4) The reactants are [NH2:1][C:2]1[CH:7]=[CH:6][C:5]([OH:8])=[CH:4][C:3]=1[F:9].CC(C)([O-])C.[K+].Cl[C:17]1[CH:22]=[CH:21][N:20]=[C:19]2[CH:23]=[C:24]([C:26]3[N:31]=[CH:30][C:29]([CH2:32][N:33]([CH2:41][CH2:42][O:43][CH3:44])[C:34](=[O:40])[O:35][C:36]([CH3:39])([CH3:38])[CH3:37])=[CH:28][CH:27]=3)[S:25][C:18]=12.Cl. The catalyst is CS(C)=O.O.C(Cl)Cl.CCOC(C)=O. The product is [NH2:1][C:2]1[CH:7]=[CH:6][C:5]([O:8][C:17]2[CH:22]=[CH:21][N:20]=[C:19]3[CH:23]=[C:24]([C:26]4[N:31]=[CH:30][C:29]([CH2:32][N:33]([CH2:41][CH2:42][O:43][CH3:44])[C:34](=[O:40])[O:35][C:36]([CH3:37])([CH3:38])[CH3:39])=[CH:28][CH:27]=4)[S:25][C:18]=23)=[CH:4][C:3]=1[F:9]. The yield is 0.320. (5) The reactants are [CH2:1]([N:3](CC)[C:4]([C:6]1[CH:11]=[C:10]([C:12]2[CH:13]=[N:14][N:15]([CH2:17][CH2:18][CH2:19][OH:20])[CH:16]=2)[CH:9]=[CH:8][C:7]=1[NH:21][C:22]1[C:27]([C:28]([F:31])([F:30])[F:29])=[CH:26][N:25]=[C:24]([NH:32][C:33]2[CH:45]=[CH:44][C:36]([CH2:37][P:38](=[O:43])([OH:42])[O:39][CH2:40][CH3:41])=[CH:35][C:34]=2OC)[N:23]=1)=[O:5])[CH3:2].C(NC(C1C=C(C2C=NN(CCCO)C=2)C=CC=1NC1C(C(F)(F)F)=CN=C(NC2C=CC(CP(=O)(OCC)OCC)=CC=2)N=1)=O)C. No catalyst specified. The product is [CH2:1]([NH:3][C:4]([C:6]1[CH:11]=[C:10]([C:12]2[CH:13]=[N:14][N:15]([CH2:17][CH2:18][CH2:19][OH:20])[CH:16]=2)[CH:9]=[CH:8][C:7]=1[NH:21][C:22]1[C:27]([C:28]([F:29])([F:30])[F:31])=[CH:26][N:25]=[C:24]([NH:32][C:33]2[CH:34]=[CH:35][C:36]([CH2:37][P:38](=[O:42])([OH:43])[O:39][CH2:40][CH3:41])=[CH:44][CH:45]=2)[N:23]=1)=[O:5])[CH3:2]. The yield is 0.530.